This data is from NCI-60 drug combinations with 297,098 pairs across 59 cell lines. The task is: Regression. Given two drug SMILES strings and cell line genomic features, predict the synergy score measuring deviation from expected non-interaction effect. (1) Drug 1: CN(C)N=NC1=C(NC=N1)C(=O)N. Drug 2: C1=CN(C(=O)N=C1N)C2C(C(C(O2)CO)O)O.Cl. Cell line: OVCAR-4. Synergy scores: CSS=1.22, Synergy_ZIP=-0.536, Synergy_Bliss=-1.45, Synergy_Loewe=-4.50, Synergy_HSA=-2.26. (2) Drug 1: CCC1=CC2CC(C3=C(CN(C2)C1)C4=CC=CC=C4N3)(C5=C(C=C6C(=C5)C78CCN9C7C(C=CC9)(C(C(C8N6C)(C(=O)OC)O)OC(=O)C)CC)OC)C(=O)OC.C(C(C(=O)O)O)(C(=O)O)O. Drug 2: CCC1(CC2CC(C3=C(CCN(C2)C1)C4=CC=CC=C4N3)(C5=C(C=C6C(=C5)C78CCN9C7C(C=CC9)(C(C(C8N6C)(C(=O)OC)O)OC(=O)C)CC)OC)C(=O)OC)O.OS(=O)(=O)O. Cell line: SR. Synergy scores: CSS=94.6, Synergy_ZIP=5.41, Synergy_Bliss=8.95, Synergy_Loewe=8.27, Synergy_HSA=11.3. (3) Drug 1: CC(C1=C(C=CC(=C1Cl)F)Cl)OC2=C(N=CC(=C2)C3=CN(N=C3)C4CCNCC4)N. Drug 2: CCN(CC)CCNC(=O)C1=C(NC(=C1C)C=C2C3=C(C=CC(=C3)F)NC2=O)C. Cell line: TK-10. Synergy scores: CSS=1.03, Synergy_ZIP=0.747, Synergy_Bliss=0.639, Synergy_Loewe=-3.19, Synergy_HSA=-2.24. (4) Drug 1: CN(CCCl)CCCl.Cl. Drug 2: C1CN(P(=O)(OC1)NCCCl)CCCl. Cell line: BT-549. Synergy scores: CSS=14.5, Synergy_ZIP=-5.74, Synergy_Bliss=-1.98, Synergy_Loewe=-7.68, Synergy_HSA=-3.46. (5) Drug 1: CCCCCOC(=O)NC1=NC(=O)N(C=C1F)C2C(C(C(O2)C)O)O. Drug 2: C(CN)CNCCSP(=O)(O)O. Cell line: OVCAR3. Synergy scores: CSS=0.791, Synergy_ZIP=5.85, Synergy_Bliss=6.73, Synergy_Loewe=4.53, Synergy_HSA=-0.293. (6) Drug 1: C1CC(C1)(C(=O)O)C(=O)O.[NH2-].[NH2-].[Pt+2]. Synergy scores: CSS=2.54, Synergy_ZIP=0.494, Synergy_Bliss=2.79, Synergy_Loewe=-3.56, Synergy_HSA=-0.101. Cell line: HOP-62. Drug 2: COCCOC1=C(C=C2C(=C1)C(=NC=N2)NC3=CC=CC(=C3)C#C)OCCOC.Cl. (7) Drug 1: C1=CN(C=N1)CC(O)(P(=O)(O)O)P(=O)(O)O. Drug 2: C#CCC(CC1=CN=C2C(=N1)C(=NC(=N2)N)N)C3=CC=C(C=C3)C(=O)NC(CCC(=O)O)C(=O)O. Cell line: HCT-15. Synergy scores: CSS=0.770, Synergy_ZIP=2.27, Synergy_Bliss=6.76, Synergy_Loewe=-1.60, Synergy_HSA=-0.228. (8) Drug 1: C1=CC(=CC=C1CC(C(=O)O)N)N(CCCl)CCCl.Cl. Drug 2: CC1CCC2CC(C(=CC=CC=CC(CC(C(=O)C(C(C(=CC(C(=O)CC(OC(=O)C3CCCCN3C(=O)C(=O)C1(O2)O)C(C)CC4CCC(C(C4)OC)OCCO)C)C)O)OC)C)C)C)OC. Cell line: NCI-H226. Synergy scores: CSS=15.2, Synergy_ZIP=-3.18, Synergy_Bliss=3.33, Synergy_Loewe=1.15, Synergy_HSA=4.49.